From a dataset of Forward reaction prediction with 1.9M reactions from USPTO patents (1976-2016). Predict the product of the given reaction. (1) Given the reactants C1(CCC(Cl)=O)CCCC1.[CH3:11][O:12][C:13]1[CH:14]=[C:15]2[C:20](=[CH:21][C:22]=1[O:23][CH3:24])[N:19]=[CH:18][CH:17]=[C:16]2[O:25][C:26]1[CH:32]=[CH:31][C:29]([NH2:30])=[CH:28][CH:27]=1.[CH:33]1([CH2:38][CH2:39][C:40]([N:42]=[C:43]=[S:44])=[O:41])[CH2:37][CH2:36][CH2:35][CH2:34]1, predict the reaction product. The product is: [CH:33]1([CH2:38][CH2:39][C:40]([N:42]=[C:43]=[S:44])=[O:41])[CH2:34][CH2:35][CH2:36][CH2:37]1.[CH:33]1([CH2:38][CH2:39][C:40]([NH:42][C:43]([NH:30][C:29]2[CH:31]=[CH:32][C:26]([O:25][C:16]3[C:15]4[C:20](=[CH:21][C:22]([O:23][CH3:24])=[C:13]([O:12][CH3:11])[CH:14]=4)[N:19]=[CH:18][CH:17]=3)=[CH:27][CH:28]=2)=[S:44])=[O:41])[CH2:34][CH2:35][CH2:36][CH2:37]1. (2) The product is: [Cl:11][C:4]1[C:3]([O:2][CH3:1])=[CH:8][N:7]=[CH:6][N:5]=1. Given the reactants [CH3:1][O:2][C:3]1[C:4](O)=[N:5][CH:6]=[N:7][CH:8]=1.C(Cl)[Cl:11].CO, predict the reaction product. (3) Given the reactants [F:1][C:2]1[CH:7]=[CH:6][C:5](B(O)O)=[CH:4][CH:3]=1.[F:11][C:12]1[CH:13]=[C:14]([CH:23]([CH3:37])[C:24]([NH:26][CH2:27][C:28]2[NH:32][N:31]=[C:30]([C:33]([F:36])([F:35])[F:34])[CH:29]=2)=[O:25])[CH:15]=[CH:16][C:17]=1[CH2:18][S:19]([CH3:22])(=[O:21])=[O:20].N1C=CC=CC=1, predict the reaction product. The product is: [F:11][C:12]1[CH:13]=[C:14]([CH:23]([CH3:37])[C:24]([NH:26][CH2:27][C:28]2[N:32]([C:5]3[CH:6]=[CH:7][C:2]([F:1])=[CH:3][CH:4]=3)[N:31]=[C:30]([C:33]([F:36])([F:34])[F:35])[CH:29]=2)=[O:25])[CH:15]=[CH:16][C:17]=1[CH2:18][S:19]([CH3:22])(=[O:21])=[O:20]. (4) Given the reactants N[C:2]1[N:7]=[C:6]([NH:8][C:9]2[CH:10]=[C:11]3[C:16](=[CH:17][CH:18]=2)[N:15]=[C:14]([CH3:19])[CH:13]=[C:12]3[NH2:20])[N:5]=[C:4]([S:21][CH3:22])[N:3]=1.[CH3:23][N:24]([CH3:29])[CH2:25][CH2:26]CO.C[OH:31], predict the reaction product. The product is: [CH3:23][N:24]([CH3:29])[CH2:25][CH2:26][O:31][C:2]1[N:7]=[C:6]([NH:8][C:9]2[CH:10]=[C:11]3[C:16](=[CH:17][CH:18]=2)[N:15]=[C:14]([CH3:19])[CH:13]=[C:12]3[NH2:20])[N:5]=[C:4]([S:21][CH3:22])[N:3]=1. (5) Given the reactants C([O:8][N:9]1[C:14]2[N:15]=[CH:16][N:17]=[C:18]([CH3:19])[C:13]=2[C:12]([NH:20][CH2:21][C:22]2[CH:27]=[CH:26][C:25]([Cl:28])=[CH:24][CH:23]=2)=[CH:11][C:10]1=[O:29])C1C=CC=CC=1.CO.[H][H], predict the reaction product. The product is: [Cl:28][C:25]1[CH:24]=[CH:23][C:22]([CH2:21][NH:20][C:12]2[C:13]3[C:18]([CH3:19])=[N:17][CH:16]=[N:15][C:14]=3[N:9]([OH:8])[C:10](=[O:29])[CH:11]=2)=[CH:27][CH:26]=1. (6) Given the reactants [Cl:1][C:2]1[C:3]([S:27]([NH2:30])(=[O:29])=[O:28])=[N:4][CH:5]=[C:6]([C:12]([N:14]2[CH2:19][CH2:18][CH:17]([C:20]3[CH:25]=[CH:24][C:23]([F:26])=[CH:22][CH:21]=3)[CH2:16][CH2:15]2)=[O:13])[C:7]=1[O:8]C(C)C.[Cl-].[Al+3].[Cl-].[Cl-].O, predict the reaction product. The product is: [Cl:1][C:2]1[C:3]([S:27]([NH2:30])(=[O:29])=[O:28])=[N:4][CH:5]=[C:6]([C:12]([N:14]2[CH2:15][CH2:16][CH:17]([C:20]3[CH:21]=[CH:22][C:23]([F:26])=[CH:24][CH:25]=3)[CH2:18][CH2:19]2)=[O:13])[C:7]=1[OH:8]. (7) Given the reactants Cl.[F:2][C:3]1[CH:21]=[C:20]([S:22]([CH3:25])(=[O:24])=[O:23])[CH:19]=[CH:18][C:4]=1[O:5][C@H:6]1[CH2:10][CH2:9][N:8]([CH:11]2[CH2:16][CH2:15][NH:14][CH2:13][CH2:12]2)[C:7]1=[O:17].C(N(C(C)C)C(C)C)C.Cl[C:36]1[S:40][N:39]=[C:38]([C:41]([F:44])([F:43])[F:42])[N:37]=1, predict the reaction product. The product is: [F:2][C:3]1[CH:21]=[C:20]([S:22]([CH3:25])(=[O:24])=[O:23])[CH:19]=[CH:18][C:4]=1[O:5][C@H:6]1[CH2:10][CH2:9][N:8]([CH:11]2[CH2:12][CH2:13][N:14]([C:36]3[S:40][N:39]=[C:38]([C:41]([F:44])([F:43])[F:42])[N:37]=3)[CH2:15][CH2:16]2)[C:7]1=[O:17]. (8) Given the reactants [C:1]([CH2:3][C@H:4]1[CH2:15][CH2:14][C:13]2[S:12][C:11]3[N:10]=[CH:9][N:8]=[C:7]([O:16][CH:17]4[CH2:22][CH2:21][CH:20]([N:23]([CH3:31])[C:24](=[O:30])[O:25][C:26]([CH3:29])([CH3:28])[CH3:27])[CH2:19][CH2:18]4)[C:6]=3[C:5]1=2)#[N:2].[OH:32][Li].O.OO, predict the reaction product. The product is: [C:1]([CH2:3][C@H:4]1[CH2:15][CH2:14][C:13]2[S:12][C:11]3[N:10]=[CH:9][N:8]=[C:7]([O:16][CH:17]4[CH2:18][CH2:19][CH:20]([N:23]([CH3:31])[C:24](=[O:30])[O:25][C:26]([CH3:28])([CH3:27])[CH3:29])[CH2:21][CH2:22]4)[C:6]=3[C:5]1=2)(=[O:32])[NH2:2]. (9) The product is: [Cl:20][C:21]1[CH:22]=[CH:23][C:24]([C:27]2[CH:28]=[CH:29][C:30]([C:33]#[C:34][C:2]3[CH:19]=[CH:18][C:5]([O:6][CH2:7][C:8]([CH3:10])([N:11]4[CH2:16][CH2:15][CH:14]([CH3:17])[CH2:13][CH2:12]4)[CH3:9])=[CH:4][CH:3]=3)=[N:31][CH:32]=2)=[CH:25][CH:26]=1. Given the reactants I[C:2]1[CH:19]=[CH:18][C:5]([O:6][CH2:7][C:8]([N:11]2[CH2:16][CH2:15][CH:14]([CH3:17])[CH2:13][CH2:12]2)([CH3:10])[CH3:9])=[CH:4][CH:3]=1.[Cl:20][C:21]1[CH:26]=[CH:25][C:24]([C:27]2[CH:28]=[CH:29][C:30]([C:33]#[CH:34])=[N:31][CH:32]=2)=[CH:23][CH:22]=1, predict the reaction product.